Dataset: Full USPTO retrosynthesis dataset with 1.9M reactions from patents (1976-2016). Task: Predict the reactants needed to synthesize the given product. Given the product [C:44]([OH:46])(=[O:45])[CH:43]=[CH2:42].[NH2:10][C:11]([O:28][CH2:21][CH3:20])=[O:12], predict the reactants needed to synthesize it. The reactants are: CC1(C)CC(C[N:10]=[C:11]=[O:12])(C)CC(N=C=O)C1.CC1C=C(C(C)(C)C)[C:21]([OH:28])=[C:20](C(C)(C)C)C=1.CCCCCCCCC[CH2:42][CH2:43][C:44]([O:46][Sn]([O:46][C:44]([CH2:43][CH2:42]CCCCCCCCC)=[O:45])(CCCC)CCCC)=[O:45].C(OCCO)(=O)C=C.